From a dataset of Full USPTO retrosynthesis dataset with 1.9M reactions from patents (1976-2016). Predict the reactants needed to synthesize the given product. (1) Given the product [CH2:1]1[C:6]2([CH2:11][CH2:10][CH2:9][CH2:8][CH2:7]2)[CH2:5][CH2:4][O:3][CH:2]1[OH:12], predict the reactants needed to synthesize it. The reactants are: [CH2:1]1[C:6]2([CH2:11][CH2:10][CH2:9][CH2:8][CH2:7]2)[CH2:5][CH2:4][O:3][C:2]1=[O:12].[H-].C([Al+]CC(C)C)C(C)C.O.[OH-].[Na+]. (2) Given the product [OH:11][CH:10]([CH2:9][CH2:8][O:1][C:2]1[CH:7]=[CH:6][CH:5]=[CH:4][CH:3]=1)[CH2:13][C:14]([OH:16])=[O:15], predict the reactants needed to synthesize it. The reactants are: [O:1]([CH2:8][CH2:9][CH:10]=[O:11])[C:2]1[CH:7]=[CH:6][CH:5]=[CH:4][CH:3]=1.Br[CH2:13][C:14]([O:16]CC)=[O:15]. (3) Given the product [N:1]1[CH:6]=[CH:5][CH:4]=[N:3][CH:2]=1.[Li+:7].[C:19]([S:16]([N-:15][S:12]([C:8]([F:11])([F:10])[F:9])(=[O:14])=[O:13])(=[O:17])=[O:18])([F:21])([F:20])[F:22], predict the reactants needed to synthesize it. The reactants are: [N:1]1[CH:6]=[CH:5][CH:4]=[N:3][CH:2]=1.[Li+:7].[C:8]([S:12]([N-:15][S:16]([C:19]([F:22])([F:21])[F:20])(=[O:18])=[O:17])(=[O:14])=[O:13])([F:11])([F:10])[F:9]. (4) Given the product [Br:1][C:2]1[CH:3]=[C:4]([N+:9]([O-:11])=[O:10])[C:5]([O:15][CH2:13][CH3:14])=[N:6][CH:7]=1, predict the reactants needed to synthesize it. The reactants are: [Br:1][C:2]1[CH:3]=[C:4]([N+:9]([O-:11])=[O:10])[C:5](Cl)=[N:6][CH:7]=1.O.[CH2:13]([OH:15])[CH3:14]. (5) The reactants are: [Br:1][CH2:2][C:3]1[CH:4]=[C:5]2[C:9](=[CH:10][CH:11]=1)[N:8]([C:12]([C:14]1[CH:19]=[CH:18][CH:17]=[CH:16][CH:15]=1)=[O:13])[CH:7]=[CH:6]2.[CH:20]1[CH:25]=[CH:24][C:23]([P:26]([C:33]2[CH:38]=[CH:37][CH:36]=[CH:35][CH:34]=2)[C:27]2[CH:32]=[CH:31][CH:30]=[CH:29][CH:28]=2)=[CH:22][CH:21]=1. Given the product [Br-:1].[C:12]([N:8]1[C:9]2[C:5](=[CH:4][C:3]([CH2:2][P+:26]([C:27]3[CH:28]=[CH:29][CH:30]=[CH:31][CH:32]=3)([C:33]3[CH:38]=[CH:37][CH:36]=[CH:35][CH:34]=3)[C:23]3[CH:22]=[CH:21][CH:20]=[CH:25][CH:24]=3)=[CH:11][CH:10]=2)[CH:6]=[CH:7]1)(=[O:13])[C:14]1[CH:19]=[CH:18][CH:17]=[CH:16][CH:15]=1, predict the reactants needed to synthesize it. (6) Given the product [NH2:1][C@H:2]([C:10]([OH:12])=[O:11])[CH2:3][CH2:4][CH2:5][NH:6][C:7](=[NH:8])[NH2:9], predict the reactants needed to synthesize it. The reactants are: [NH2:1][C@@H:2]([C:10]([OH:12])=[O:11])[CH2:3][CH2:4][CH2:5][NH:6][C:7](=[NH:9])[NH2:8].N[C@H](C(O)=O)CCCCN.N[C@@H](C(O)=O)CCCCN.N[C@H](C(O)=O)CCSC.N[C@H](C(O)=O)[C@H](CC)C.N[C@@H](C(O)=O)CCSC.N[C@@H](C(O)=O)[C@@H](CC)C.N[C@H](C(O)=O)CCCN.N[C@@H](C(O)=O)CCCN.